From a dataset of Retrosynthesis with 50K atom-mapped reactions and 10 reaction types from USPTO. Predict the reactants needed to synthesize the given product. (1) Given the product Cn1nc(NS(C)(=O)=O)c2c(Cl)ccc(-c3cc(N)cnc3[C@H](Cc3cc(F)cc(F)c3)NC(=O)OC(C)(C)C)c21, predict the reactants needed to synthesize it. The reactants are: CC(C)(C)OC(=O)N[C@@H](Cc1cc(F)cc(F)c1)c1ncc(N)cc1Br.Cn1nc(NS(C)(=O)=O)c2c(Cl)ccc(B3OC(C)(C)C(C)(C)O3)c21. (2) Given the product COC(=O)c1nscc1NC(=O)c1ccc(Cl)s1, predict the reactants needed to synthesize it. The reactants are: COC(=O)c1nscc1N.O=C(Cl)c1ccc(Cl)s1. (3) Given the product Cc1ccc(S(=O)(=O)n2c(=O)n(-c3ccc(C(C)(C)C#N)cc3)c3c4cc(Br)ccc4ncc32)cc1F, predict the reactants needed to synthesize it. The reactants are: CC(C)(C#N)c1ccc(-n2c(=O)[nH]c3cnc4ccc(Br)cc4c32)cc1.Cc1ccc(S(=O)(=O)Cl)cc1F. (4) Given the product O=S(=O)(Nc1ccc2[nH]nc(I)c2c1)c1cccc(F)c1, predict the reactants needed to synthesize it. The reactants are: Nc1ccc2[nH]nc(I)c2c1.O=S(=O)(Cl)c1cccc(F)c1. (5) Given the product Cc1onc(-c2ccccc2)c1-c1nnc(-c2ccc(NCCO)nc2)o1, predict the reactants needed to synthesize it. The reactants are: Cc1onc(-c2ccccc2)c1-c1nnc(-c2ccc(Cl)nc2)o1.NCCO. (6) Given the product CCNC(=O)c1nnc(CNC(=O)OC(C)(C)C)o1, predict the reactants needed to synthesize it. The reactants are: CCN.CCOC(=O)c1nnc(CNC(=O)OC(C)(C)C)o1.